From a dataset of Peptide-MHC class I binding affinity with 185,985 pairs from IEDB/IMGT. Regression. Given a peptide amino acid sequence and an MHC pseudo amino acid sequence, predict their binding affinity value. This is MHC class I binding data. (1) The peptide sequence is ISPRTLNAW. The MHC is HLA-A02:03 with pseudo-sequence HLA-A02:03. The binding affinity (normalized) is 0.174. (2) The peptide sequence is QCGDPSSFEY. The MHC is HLA-A24:02 with pseudo-sequence HLA-A24:02. The binding affinity (normalized) is 0. (3) The peptide sequence is AFKIMSGEV. The MHC is Patr-A0701 with pseudo-sequence Patr-A0701. The binding affinity (normalized) is 0.290. (4) The binding affinity (normalized) is 0.0847. The peptide sequence is VTRPLRTMV. The MHC is HLA-B40:01 with pseudo-sequence HLA-B40:01. (5) The peptide sequence is SEFWLNYTA. The MHC is HLA-B48:01 with pseudo-sequence HLA-B48:01. The binding affinity (normalized) is 0.0847.